From a dataset of Reaction yield outcomes from USPTO patents with 853,638 reactions. Predict the reaction yield, written as a fraction of the theoretical maximum amount of product (1.0 means a 100% yield; for example, 0.34 means a 34% yield). (1) The reactants are C(C1C=C([NH:10][C:11]([NH:13][C:14]2[CH:19]=[CH:18][C:17]([Cl:20])=[CH:16][CH:15]=2)=[O:12])N(C2C=C(C=CC=2)C(OCC)=O)N=1)(C)(C)C.[H-].[H-].[H-].[H-].[Li+].[Al+3]. The catalyst is C1COCC1. The product is [Cl:20][C:17]1[CH:16]=[CH:15][C:14]([NH:13][C:11](=[O:12])[NH2:10])=[CH:19][CH:18]=1. The yield is 0.970. (2) The catalyst is O. The product is [C:23]([OH:22])(=[O:26])/[CH:25]=[CH:24]/[C:31]([OH:34])=[O:33].[S:1]1[CH:5]=[CH:4][C:3]2[CH:6]=[C:7]([CH:10]3[C:19]4[C:14](=[CH:15][CH:16]=[CH:17][CH:18]=4)[CH2:13][N:12]([CH:23]4[CH2:25][CH2:24]4)[CH2:11]3)[CH:8]=[CH:9][C:2]1=2. The yield is 0.300. The reactants are [S:1]1[CH:5]=[CH:4][C:3]2[CH:6]=[C:7]([CH:10]3[C:19]4[C:14](=[CH:15][CH:16]=[CH:17][CH:18]=4)[CH2:13][NH:12][CH2:11]3)[CH:8]=[CH:9][C:2]1=2.C([O:22][C:23]1([O:26][Si](C)(C)C)[CH2:25][CH2:24]1)C.[C:31]([OH:34])(=[O:33])C.C([BH3-])#N.[Na+].